Dataset: Full USPTO retrosynthesis dataset with 1.9M reactions from patents (1976-2016). Task: Predict the reactants needed to synthesize the given product. (1) Given the product [C:8]([N:4]1[CH2:5][CH2:6][CH2:7][C@H:3]1[CH2:2][O:1][C:21]1[CH:22]=[CH:23][CH:24]=[C:17]([OH:16])[C:18]=1[CH:19]=[O:20])(=[O:9])[C:10]1[CH:15]=[CH:14][CH:13]=[CH:12][CH:11]=1, predict the reactants needed to synthesize it. The reactants are: [OH:1][CH2:2][C@@H:3]1[CH2:7][CH2:6][CH2:5][N:4]1[C:8]([C:10]1[CH:15]=[CH:14][CH:13]=[CH:12][CH:11]=1)=[O:9].[OH:16][C:17]1[CH:24]=[CH:23][CH:22]=[C:21](O)[C:18]=1[CH:19]=[O:20].C1C=CC(P(C2C=CC=CC=2)C2C=CC=CC=2)=CC=1.CC(OC(/N=N/C(OC(C)C)=O)=O)C. (2) Given the product [CH3:1][C:2]1[CH:3]=[CH:4][C:5]([C:8]2[CH:13]=[CH:12][C:11]([CH2:14][NH:15][C:31]([C:27]3[N:28]([CH3:30])[CH:29]=[C:25]([NH:24][C:22]([C:17]4[C:16]([C:34]5[CH:39]=[CH:38][CH:37]=[CH:36][CH:35]=5)=[CH:21][CH:20]=[CH:19][CH:18]=4)=[O:23])[CH:26]=3)=[O:32])=[CH:10][CH:9]=2)=[CH:6][CH:7]=1, predict the reactants needed to synthesize it. The reactants are: [CH3:1][C:2]1[CH:7]=[CH:6][C:5]([C:8]2[CH:13]=[CH:12][C:11]([CH2:14][NH2:15])=[CH:10][CH:9]=2)=[CH:4][CH:3]=1.[C:16]1([C:34]2[CH:39]=[CH:38][CH:37]=[CH:36][CH:35]=2)[C:17]([C:22]([NH:24][C:25]2[CH:26]=[C:27]([C:31](O)=[O:32])[N:28]([CH3:30])[CH:29]=2)=[O:23])=[CH:18][CH:19]=[CH:20][CH:21]=1.CN(C(ON1N=NC2C=CC=CC1=2)=[N+](C)C)C.[B-](F)(F)(F)F.C(N(C(C)C)C(C)C)C. (3) Given the product [OH:36][CH2:3][CH2:2][CH2:1][N:4]([S:20]([C:23]1[CH:28]=[CH:27][CH:26]=[C:25]([O:29][CH3:30])[CH:24]=1)(=[O:22])=[O:21])[C@@H:5]([C:10]([O:12][CH2:13][C:14]1[CH:15]=[CH:16][CH:17]=[CH:18][CH:19]=1)=[O:11])[C:6]([CH3:9])([CH3:8])[CH3:7], predict the reactants needed to synthesize it. The reactants are: [CH2:1]([N:4]([S:20]([C:23]1[CH:28]=[CH:27][CH:26]=[C:25]([O:29][CH3:30])[CH:24]=1)(=[O:22])=[O:21])[C@@H:5]([C:10]([O:12][CH2:13][C:14]1[CH:19]=[CH:18][CH:17]=[CH:16][CH:15]=1)=[O:11])[C:6]([CH3:9])([CH3:8])[CH3:7])[CH:2]=[CH2:3].B.CSC.B1([O-])O[O:36]1.O.O.O.O.[Na+].O. (4) Given the product [CH3:15][N:16]([CH3:20])[CH:17]=[C:9]([C:6]1[CH:7]=[CH:8][C:3]([O:2][CH3:1])=[CH:4][CH:5]=1)[C:10](=[O:12])[CH3:11], predict the reactants needed to synthesize it. The reactants are: [CH3:1][O:2][C:3]1[CH:8]=[CH:7][C:6]([CH2:9][C:10](=[O:12])[CH3:11])=[CH:5][CH:4]=1.OC[CH2:15][N:16]1[C:20](=O)C2=CC=CC=C2[C:17]1=O. (5) Given the product [C:15]1(=[O:17])[C:14]2[C:13](=[CH:21][CH:20]=[CH:19][CH:18]=2)[C:12](=[O:22])[NH:16]1, predict the reactants needed to synthesize it. The reactants are: BrCC(C1C=CC=C(Cl)C=1)=O.[C:12]1(=[O:22])[NH:16][C:15](=[O:17])[C:14]2=[CH:18][CH:19]=[CH:20][CH:21]=[C:13]12.[K]. (6) Given the product [Cl:18][C:19]1[CH:26]=[CH:25][CH:24]=[C:23]([F:27])[C:20]=1[CH2:21][N:12]1[C:13]([CH3:17])([CH3:16])[C:14](=[O:15])[N:11]1[CH:2]1[CH:3]2[CH2:4][CH:5]3[CH2:6][CH:7]([CH2:8][CH:1]1[CH2:10]3)[CH2:9]2, predict the reactants needed to synthesize it. The reactants are: [CH:1]12[CH2:10][CH:5]3[CH2:6][CH:7]([CH2:9][CH:3]([CH2:4]3)[CH:2]1[N:11]1[C:14](=[O:15])[C:13]([CH3:17])([CH3:16])[NH:12]1)[CH2:8]2.[Cl:18][C:19]1[CH:26]=[CH:25][CH:24]=[C:23]([F:27])[C:20]=1[CH2:21]Br. (7) The reactants are: P(Cl)(Cl)([Cl:3])=O.[CH3:6][C:7]1[CH:12]=[CH:11][C:10]([CH3:13])=[CH:9][C:8]=1[N:14]1[C:18]2=[N:19][CH:20]=[N:21][C:22](O)=[C:17]2[CH:16]=[N:15]1. Given the product [Cl:3][C:22]1[N:21]=[CH:20][N:19]=[C:18]2[N:14]([C:8]3[CH:9]=[C:10]([CH3:13])[CH:11]=[CH:12][C:7]=3[CH3:6])[N:15]=[CH:16][C:17]=12, predict the reactants needed to synthesize it.